The task is: Predict the reaction yield, written as a fraction of the theoretical maximum amount of product (1.0 means a 100% yield; for example, 0.34 means a 34% yield).. This data is from Reaction yield outcomes from USPTO patents with 853,638 reactions. The reactants are [CH2:1]([NH:4][C:5]1[N:10]=[C:9]([NH:11][CH2:12][CH2:13][CH3:14])[N:8]=[C:7]([NH:15][O:16][CH2:17][CH:18]([F:20])[F:19])[N:6]=1)[CH2:2][CH3:3].[OH:21][S:22]([OH:25])(=[O:24])=[O:23]. The catalyst is C(OCC)C.CCO. The product is [S:22]([OH:25])([OH:24])(=[O:23])=[O:21].[CH2:1]([NH:4][C:5]1[N:10]=[C:9]([NH:11][CH2:12][CH2:13][CH3:14])[N:8]=[C:7]([NH:15][O:16][CH2:17][CH:18]([F:20])[F:19])[N:6]=1)[CH2:2][CH3:3]. The yield is 0.930.